From a dataset of Forward reaction prediction with 1.9M reactions from USPTO patents (1976-2016). Predict the product of the given reaction. (1) Given the reactants C([N:8]1[CH2:12][CH2:11][C@:10]([C:23]2[CH:28]=[CH:27][C:26]([C:29]([OH:38])([C:34]([F:37])([F:36])[F:35])[C:30]([F:33])([F:32])[F:31])=[C:25]([F:39])[CH:24]=2)([S:13]([C:16]2[CH:21]=[CH:20][C:19]([F:22])=[CH:18][CH:17]=2)(=[O:15])=[O:14])[CH2:9]1)C1C=CC=CC=1.[ClH:40], predict the reaction product. The product is: [F:37][C:34]([F:35])([F:36])[C:29]([C:26]1[CH:27]=[CH:28][C:23]([C@:10]2([S:13]([C:16]3[CH:21]=[CH:20][C:19]([F:22])=[CH:18][CH:17]=3)(=[O:14])=[O:15])[CH2:11][CH2:12][NH:8][CH2:9]2)=[CH:24][C:25]=1[F:39])([OH:38])[C:30]([F:33])([F:32])[F:31].[ClH:40]. (2) Given the reactants [CH3:1][O:2][C:3]1[CH:8]=[CH:7][C:6]([O:9][CH2:10][O:11][CH3:12])=[CH:5][C:4]=1[O:13][CH3:14].CN(CCN(C)C)C.C([Li])(C)(C)C.[Br:28]Br, predict the reaction product. The product is: [Br:28][C:5]1[C:4]([O:13][CH3:14])=[C:3]([O:2][CH3:1])[CH:8]=[CH:7][C:6]=1[O:9][CH2:10][O:11][CH3:12]. (3) Given the reactants [Br:1][C:2]1[CH:10]=[C:9]2[C:5]([CH:6]=[CH:7][N:8]2[CH3:11])=[CH:4][C:3]=1[F:12].[C:13](Cl)(=[O:17])[C:14](Cl)=[O:15].ClCCl.[CH3:22][CH2:23][OH:24], predict the reaction product. The product is: [CH2:23]([O:24][C:13](=[O:17])[C:14]([C:6]1[C:5]2[C:9](=[CH:10][C:2]([Br:1])=[C:3]([F:12])[CH:4]=2)[N:8]([CH3:11])[CH:7]=1)=[O:15])[CH3:22]. (4) The product is: [CH3:1][N:2]1[C:10]2[C:5](=[CH:6][CH:7]=[C:8]([C:11]3[O:12][C:17]([SH:18])=[N:14][N:13]=3)[CH:9]=2)[CH:4]=[CH:3]1. Given the reactants [CH3:1][N:2]1[C:10]2[C:5](=[CH:6][CH:7]=[C:8]([C:11]([NH:13][NH2:14])=[O:12])[CH:9]=2)[CH:4]=[CH:3]1.[OH-].[K+].[C:17](=S)=[S:18].Cl, predict the reaction product. (5) Given the reactants [CH2:1]([O:3][C:4]([C:6]1[NH:7][C:8]2[C:13]([CH:14]=1)=[C:12]([O:15][CH2:16][C:17]1[CH:22]=[CH:21][CH:20]=[CH:19][CH:18]=1)[CH:11]=[CH:10][CH:9]=2)=[O:5])[CH3:2].[O:23](C(OC(C)(C)C)=O)[C:24]([O:26][C:27]([CH3:30])([CH3:29])[CH3:28])=O, predict the reaction product. The product is: [CH3:2][CH2:1][O:3][C:4]([C:6]1[N:7]([C:24]([O:26][C:27]([CH3:30])([CH3:29])[CH3:28])=[O:23])[C:8]2[C:13]([CH:14]=1)=[C:12]([O:15][CH2:16][C:17]1[CH:22]=[CH:21][CH:20]=[CH:19][CH:18]=1)[CH:11]=[CH:10][CH:9]=2)=[O:5]. (6) Given the reactants [F:1][C:2]([F:21])([F:20])[C:3]1[CH:8]=[CH:7][CH:6]=[C:5]([F:9])[C:4]=1[C:10]1[CH:15]=[CH:14][N:13]=[C:12]([C:16](=[N:18][OH:19])[NH2:17])[CH:11]=1.[C:22](N1C=CN=C1)(N1C=CN=C1)=[O:23].N12CCCN=C1CCCCC2.Cl, predict the reaction product. The product is: [F:21][C:2]([F:20])([F:1])[C:3]1[CH:8]=[CH:7][CH:6]=[C:5]([F:9])[C:4]=1[C:10]1[CH:15]=[CH:14][N:13]=[C:12]([C:16]2[NH:18][O:19][C:22](=[O:23])[N:17]=2)[CH:11]=1. (7) Given the reactants [C:1]1([NH:11][C:12](=[O:36])[NH:13][C:14]2[N:18]([C:19]3[CH:20]=[C:21]([CH:27]=[CH:28][CH:29]=3)C(OCC)=O)[N:17]=[C:16]([C:30]3[CH:35]=[CH:34][CH:33]=[CH:32][CH:31]=3)[CH:15]=2)[C:10]2[C:5](=[CH:6][CH:7]=[CH:8][CH:9]=2)[CH:4]=[CH:3][CH:2]=1.[CH3:37][Mg+].[Br-].[CH2:40]1[CH2:44][O:43]CC1, predict the reaction product. The product is: [OH:43][C:44]([C:21]1[CH:20]=[C:19]([N:18]2[C:14]([NH:13][C:12]([NH:11][C:1]3[C:10]4[C:5](=[CH:6][CH:7]=[CH:8][CH:9]=4)[CH:4]=[CH:3][CH:2]=3)=[O:36])=[CH:15][C:16]([C:30]3[CH:35]=[CH:34][CH:33]=[CH:32][CH:31]=3)=[N:17]2)[CH:29]=[CH:28][CH:27]=1)([CH3:40])[CH3:37]. (8) Given the reactants Cl[C:2]1[N:3]=[C:4]([N:22]2[CH2:27][CH2:26][O:25][CH2:24][CH2:23]2)[C:5]2[S:10][C:9]([CH2:11][N:12]3[CH2:17][CH2:16][N:15]([S:18]([CH3:21])(=[O:20])=[O:19])[CH2:14][CH2:13]3)=[CH:8][C:6]=2[N:7]=1.C[O:29][C:30]1[CH:35]=[CH:34][C:33](B(O)O)=[CH:32][N:31]=1.B(O)O.Br, predict the reaction product. The product is: [O:25]1[CH2:26][CH2:27][N:22]([C:4]2[C:5]3[S:10][C:9]([CH2:11][N:12]4[CH2:17][CH2:16][N:15]([S:18]([CH3:21])(=[O:20])=[O:19])[CH2:14][CH2:13]4)=[CH:8][C:6]=3[N:7]=[C:2]([C:33]3[CH:34]=[CH:35][C:30]([OH:29])=[N:31][CH:32]=3)[N:3]=2)[CH2:23][CH2:24]1. (9) Given the reactants [Cl:1][CH2:2][C:3]1[N:4]=[C:5]2[S:12][CH:11]=[C:10]([CH:13]3[CH2:15][C:14]3([C:21]#[N:22])[C:16](OCC)=[O:17])[N:6]2[C:7](=[O:9])[CH:8]=1.[BH4-].[Na+], predict the reaction product. The product is: [Cl:1][CH2:2][C:3]1[N:4]=[C:5]2[S:12][CH:11]=[C:10]([CH:13]3[CH2:15][C:14]3([CH2:16][OH:17])[C:21]#[N:22])[N:6]2[C:7](=[O:9])[CH:8]=1.